This data is from Forward reaction prediction with 1.9M reactions from USPTO patents (1976-2016). The task is: Predict the product of the given reaction. (1) Given the reactants [NH2:1][C:2]([CH3:7])([CH3:6])[C:3]([OH:5])=[O:4].C(=O)(O)[O-].[Na+].[F:13][C:14]1[CH:22]=[CH:21][C:17]([C:18](Cl)=O)=[CH:16][CH:15]=1.C1(C)C=CC=CC=1, predict the reaction product. The product is: [F:13][C:14]1[CH:22]=[CH:21][C:17]([C:18]2[O:4][C:3](=[O:5])[C:2]([CH3:7])([CH3:6])[N:1]=2)=[CH:16][CH:15]=1. (2) The product is: [ClH:30].[Cl:30][C:21]1[CH:20]=[C:19]([Cl:31])[C:18]([O:17][C:16]2[N:15]([CH3:32])[N:14]=[C:13]([CH3:33])[C:12]=2[C:10]([NH:9][NH2:8])=[O:11])=[CH:29][C:22]=1[O:23][C@@H:24]([CH3:28])[C:25]([OH:27])=[O:26]. Given the reactants C(OC([NH:8][NH:9][C:10]([C:12]1[C:13]([CH3:33])=[N:14][N:15]([CH3:32])[C:16]=1[O:17][C:18]1[C:19]([Cl:31])=[CH:20][C:21]([Cl:30])=[C:22]([CH:29]=1)[O:23][C@@H:24]([CH3:28])[C:25]([OH:27])=[O:26])=[O:11])=O)(C)(C)C.Cl.C(OCC)(=O)C, predict the reaction product.